From a dataset of Forward reaction prediction with 1.9M reactions from USPTO patents (1976-2016). Predict the product of the given reaction. (1) Given the reactants Br[C:2]1[C:3]([CH:15]([N:17]2[C:25](=[O:26])[C:24]3[C:19](=[CH:20][CH:21]=[CH:22][CH:23]=3)[C:18]2=[O:27])[CH3:16])=[N:4][C:5]2[C:10]([C:11]=1[S:12][CH3:13])=[CH:9][C:8]([F:14])=[CH:7][CH:6]=2.[F:28][C:29]1[CH:30]=[C:31](B(O)O)[CH:32]=[C:33]([F:35])[CH:34]=1.C([O-])([O-])=O.[K+].[K+], predict the reaction product. The product is: [F:28][C:29]1[CH:30]=[C:31]([C:2]2[C:3]([CH:15]([N:17]3[C:18](=[O:27])[C:19]4[C:24](=[CH:23][CH:22]=[CH:21][CH:20]=4)[C:25]3=[O:26])[CH3:16])=[N:4][C:5]3[C:10]([C:11]=2[S:12][CH3:13])=[CH:9][C:8]([F:14])=[CH:7][CH:6]=3)[CH:32]=[C:33]([F:35])[CH:34]=1. (2) Given the reactants [CH:1]([C:3]1[CH:8]=[CH:7][C:6]([S:9](Cl)(=[O:11])=[O:10])=[CH:5][CH:4]=1)=[O:2].[CH2:13]([NH2:20])[C:14]1[CH:19]=[CH:18][CH:17]=[CH:16][CH:15]=1.C(N(CC)CC)C, predict the reaction product. The product is: [CH2:13]([NH:20][S:9]([C:6]1[CH:7]=[CH:8][C:3]([CH:1]=[O:2])=[CH:4][CH:5]=1)(=[O:11])=[O:10])[C:14]1[CH:19]=[CH:18][CH:17]=[CH:16][CH:15]=1. (3) Given the reactants Cl[C:2]1[CH:19]=[CH:18][C:5]([C:6]([NH:8][CH2:9][C:10]2[CH:15]=[CH:14][CH:13]=[C:12]([O:16][CH3:17])[CH:11]=2)=[O:7])=[CH:4][N:3]=1.[CH3:20][C:21]1[CH:34]=[CH:33][C:24]([C:25]([NH:27][N:28]2[NH:32][CH:31]=[CH:30][S:29]2)=[O:26])=[CH:23][C:22]=1B1OC(C)(C)C(C)(C)O1, predict the reaction product. The product is: [CH3:17][O:16][C:12]1[CH:11]=[C:10]([CH:15]=[CH:14][CH:13]=1)[CH2:9][NH:8][C:6](=[O:7])[C:5]1[CH:18]=[CH:19][C:2]([C:22]2[CH:23]=[C:24]([C:25](=[O:26])[NH:27][N:28]3[NH:32][CH:31]=[CH:30][S:29]3)[CH:33]=[CH:34][C:21]=2[CH3:20])=[N:3][CH:4]=1. (4) The product is: [NH2:21][C:11]1[N:10]([C:4]2[CH:5]=[CH:6][C:7]([O:8][CH3:9])=[C:2]([Cl:1])[CH:3]=2)[C:22](=[O:25])[CH:23]=[CH:24][C:12]=1[C:13](=[O:20])[C:14]1[CH:15]=[CH:16][CH:17]=[CH:18][CH:19]=1. Given the reactants [Cl:1][C:2]1[CH:3]=[C:4]([NH:10][C:11](=[NH:21])[CH2:12][C:13](=[O:20])[C:14]2[CH:19]=[CH:18][CH:17]=[CH:16][CH:15]=2)[CH:5]=[CH:6][C:7]=1[O:8][CH3:9].[C:22](OC)(=[O:25])[C:23]#[CH:24].C(OCC)C, predict the reaction product. (5) Given the reactants [CH2:1]([O:8][C:9]1[N:14]=[N:13][C:12]([CH2:15][CH2:16][C:17]2[CH:18]=[N:19][C:20]3[CH2:21][CH2:22][NH:23][CH2:24][C:25]=3[CH:26]=2)=[CH:11][CH:10]=1)[C:2]1[CH:7]=[CH:6][CH:5]=[CH:4][CH:3]=1.C=O.[C:29](O)(=O)C.C(O[BH-](OC(=O)C)OC(=O)C)(=O)C.[Na+], predict the reaction product. The product is: [CH2:1]([O:8][C:9]1[N:14]=[N:13][C:12]([CH2:15][CH2:16][C:17]2[CH:18]=[N:19][C:20]3[CH2:21][CH2:22][N:23]([CH3:29])[CH2:24][C:25]=3[CH:26]=2)=[CH:11][CH:10]=1)[C:2]1[CH:3]=[CH:4][CH:5]=[CH:6][CH:7]=1. (6) Given the reactants Br[C:2]1[CH:3]=[C:4]([CH:8]=[C:9]([O:11][C:12]([F:15])([F:14])[F:13])[CH:10]=1)[C:5]([OH:7])=[O:6].C(P(C(C)(C)C)C1C=CC=CC=1C1C(C(C)C)=CC(C(C)C)=CC=1C(C)C)(C)(C)C.[OH-:46].[K+].Cl, predict the reaction product. The product is: [OH:46][C:2]1[CH:3]=[C:4]([CH:8]=[C:9]([O:11][C:12]([F:15])([F:14])[F:13])[CH:10]=1)[C:5]([OH:7])=[O:6]. (7) Given the reactants CC(C)CC[NH2:5].[CH3:7][CH:8]([CH3:14])[CH2:9][CH2:10][C:11]([OH:13])=O.[CH2:15]1[C:24]2[C:19](=[CH:20][CH:21]=[CH:22][CH:23]=2)[CH2:18][CH2:17][N:16]1[C:25]([NH:27][C:28]1[CH:36]=[CH:35][C:31](C(O)=O)=[CH:30][CH:29]=1)=[O:26], predict the reaction product. The product is: [CH3:14][CH:8]([CH3:7])[CH2:9][CH2:10][C:11]([NH:5][C:31]1[CH:35]=[CH:36][C:28]([NH:27][C:25]([N:16]2[CH2:17][CH2:18][C:19]3[C:24](=[CH:23][CH:22]=[CH:21][CH:20]=3)[CH2:15]2)=[O:26])=[CH:29][CH:30]=1)=[O:13].